From a dataset of NCI-60 drug combinations with 297,098 pairs across 59 cell lines. Regression. Given two drug SMILES strings and cell line genomic features, predict the synergy score measuring deviation from expected non-interaction effect. (1) Drug 1: C1CC(=O)NC(=O)C1N2CC3=C(C2=O)C=CC=C3N. Drug 2: CNC(=O)C1=NC=CC(=C1)OC2=CC=C(C=C2)NC(=O)NC3=CC(=C(C=C3)Cl)C(F)(F)F. Cell line: HCT-15. Synergy scores: CSS=19.7, Synergy_ZIP=-5.42, Synergy_Bliss=-2.28, Synergy_Loewe=-2.04, Synergy_HSA=-2.02. (2) Drug 1: CC(C1=C(C=CC(=C1Cl)F)Cl)OC2=C(N=CC(=C2)C3=CN(N=C3)C4CCNCC4)N. Cell line: A498. Synergy scores: CSS=4.43, Synergy_ZIP=-3.38, Synergy_Bliss=-1.95, Synergy_Loewe=-1.45, Synergy_HSA=-1.41. Drug 2: CC1=CC2C(CCC3(C2CCC3(C(=O)C)OC(=O)C)C)C4(C1=CC(=O)CC4)C. (3) Drug 1: CC1CCC2CC(C(=CC=CC=CC(CC(C(=O)C(C(C(=CC(C(=O)CC(OC(=O)C3CCCCN3C(=O)C(=O)C1(O2)O)C(C)CC4CCC(C(C4)OC)O)C)C)O)OC)C)C)C)OC. Drug 2: CC1C(C(CC(O1)OC2CC(CC3=C2C(=C4C(=C3O)C(=O)C5=CC=CC=C5C4=O)O)(C(=O)C)O)N)O. Cell line: HCT116. Synergy scores: CSS=41.8, Synergy_ZIP=3.98, Synergy_Bliss=3.01, Synergy_Loewe=2.86, Synergy_HSA=4.83. (4) Synergy scores: CSS=39.5, Synergy_ZIP=0.361, Synergy_Bliss=0.0796, Synergy_Loewe=-5.60, Synergy_HSA=1.22. Cell line: SK-OV-3. Drug 1: COC1=C(C=C2C(=C1)N=CN=C2NC3=CC(=C(C=C3)F)Cl)OCCCN4CCOCC4. Drug 2: CCC(=C(C1=CC=CC=C1)C2=CC=C(C=C2)OCCN(C)C)C3=CC=CC=C3.C(C(=O)O)C(CC(=O)O)(C(=O)O)O. (5) Drug 1: CN1CCC(CC1)COC2=C(C=C3C(=C2)N=CN=C3NC4=C(C=C(C=C4)Br)F)OC. Drug 2: CC(C)(C#N)C1=CC(=CC(=C1)CN2C=NC=N2)C(C)(C)C#N. Cell line: NCIH23. Synergy scores: CSS=6.24, Synergy_ZIP=-2.22, Synergy_Bliss=-0.728, Synergy_Loewe=-0.237, Synergy_HSA=-0.237. (6) Drug 1: CC1CCC2CC(C(=CC=CC=CC(CC(C(=O)C(C(C(=CC(C(=O)CC(OC(=O)C3CCCCN3C(=O)C(=O)C1(O2)O)C(C)CC4CCC(C(C4)OC)OCCO)C)C)O)OC)C)C)C)OC. Drug 2: CS(=O)(=O)OCCCCOS(=O)(=O)C. Cell line: HCT116. Synergy scores: CSS=26.0, Synergy_ZIP=-9.60, Synergy_Bliss=-6.85, Synergy_Loewe=-14.9, Synergy_HSA=-3.28. (7) Drug 1: C1=CC(=CC=C1CCC2=CNC3=C2C(=O)NC(=N3)N)C(=O)NC(CCC(=O)O)C(=O)O. Drug 2: C1=CC(=CC=C1C#N)C(C2=CC=C(C=C2)C#N)N3C=NC=N3. Cell line: LOX IMVI. Synergy scores: CSS=40.2, Synergy_ZIP=-0.000907, Synergy_Bliss=-3.16, Synergy_Loewe=-9.73, Synergy_HSA=-2.79. (8) Drug 1: CC12CCC3C(C1CCC2O)C(CC4=C3C=CC(=C4)O)CCCCCCCCCS(=O)CCCC(C(F)(F)F)(F)F. Drug 2: CC1CCCC2(C(O2)CC(NC(=O)CC(C(C(=O)C(C1O)C)(C)C)O)C(=CC3=CSC(=N3)C)C)C. Cell line: COLO 205. Synergy scores: CSS=59.3, Synergy_ZIP=2.86, Synergy_Bliss=2.16, Synergy_Loewe=1.68, Synergy_HSA=6.06.